From a dataset of Forward reaction prediction with 1.9M reactions from USPTO patents (1976-2016). Predict the product of the given reaction. (1) The product is: [CH2:1]([N:8]1[CH2:12][CH2:11][CH2:10][CH:9]1[C:13]1[CH:22]=[CH:21][CH:20]=[C:19]2[C:14]=1[CH:15]=[CH:16][C:17]([S:23]([NH:43][C:39]1[S:38][CH:42]=[CH:41][N:40]=1)(=[O:25])=[O:24])=[CH:18]2)[C:2]1[CH:7]=[CH:6][CH:5]=[CH:4][CH:3]=1. Given the reactants [CH2:1]([N:8]1[CH2:12][CH2:11][CH2:10][CH:9]1[C:13]1[CH:22]=[CH:21][CH:20]=[C:19]2[C:14]=1[CH:15]=[CH:16][C:17]([S:23](OC1C(F)=C(F)C(F)=C(F)C=1F)(=[O:25])=[O:24])=[CH:18]2)[C:2]1[CH:7]=[CH:6][CH:5]=[CH:4][CH:3]=1.[S:38]1[CH:42]=[CH:41][N:40]=[C:39]1[NH2:43].C1COCC1.CC([O-])(C)C.[Li+], predict the reaction product. (2) Given the reactants [CH:1]([C:4]1[N:8]=[C:7]([CH:9]2[CH2:14][CH2:13][CH:12]([NH:15][NH2:16])[CH2:11][CH2:10]2)[O:6][N:5]=1)([CH3:3])[CH3:2].[Cl:17][C:18]1[C:23]([CH:24]=O)=[C:22](Cl)[N:21]=[CH:20][N:19]=1.C(=O)([O-])[O-].[Na+].[Na+], predict the reaction product. The product is: [Cl:17][C:18]1[N:19]=[CH:20][N:21]=[C:22]2[N:15]([CH:12]3[CH2:13][CH2:14][CH:9]([C:7]4[O:6][N:5]=[C:4]([CH:1]([CH3:3])[CH3:2])[N:8]=4)[CH2:10][CH2:11]3)[N:16]=[CH:24][C:23]=12. (3) The product is: [Cl:1][C:2]1[CH:11]=[CH:10][C:9]([NH:12][S:26]([C:17]2[CH:18]=[CH:19][C:20]([C:22]([F:24])([F:25])[F:23])=[CH:21][C:16]=2[N+:13]([O-:15])=[O:14])(=[O:27])=[O:28])=[C:8]2[C:3]=1[CH:4]=[CH:5][CH:6]=[N:7]2. Given the reactants [Cl:1][C:2]1[CH:11]=[CH:10][C:9]([NH2:12])=[C:8]2[C:3]=1[CH:4]=[CH:5][CH:6]=[N:7]2.[N+:13]([C:16]1[CH:21]=[C:20]([C:22]([F:25])([F:24])[F:23])[CH:19]=[CH:18][C:17]=1[S:26](Cl)(=[O:28])=[O:27])([O-:15])=[O:14], predict the reaction product. (4) Given the reactants O[CH2:2][C:3]1[CH:4]=[C:5]2[C:9](=[CH:10][CH:11]=1)[CH2:8][C@@H:7]([NH:12][S:13]([CH:16]([CH3:18])[CH3:17])(=[O:15])=[O:14])[CH2:6]2.S(Cl)(Cl)=O.[F:23][C:24]([F:35])([F:34])[C:25]1[C:29]([C:30]([OH:33])([CH3:32])[CH3:31])=[CH:28][NH:27][N:26]=1.C(=O)([O-])[O-].[K+].[K+], predict the reaction product. The product is: [OH:33][C:30]([C:29]1[C:25]([C:24]([F:35])([F:34])[F:23])=[N:26][N:27]([CH2:2][C:3]2[CH:4]=[C:5]3[C:9](=[CH:10][CH:11]=2)[CH2:8][C@@H:7]([NH:12][S:13]([CH:16]([CH3:18])[CH3:17])(=[O:15])=[O:14])[CH2:6]3)[CH:28]=1)([CH3:32])[CH3:31]. (5) The product is: [C:13]1([CH3:26])[CH:18]=[C:17]([CH3:19])[CH:16]=[C:15]([CH3:20])[C:14]=1[S:21]([O-:24])(=[O:23])=[O:22].[N:1]1([CH2:6][C:7]2[CH:8]=[N+:9]([NH2:25])[CH:10]=[CH:11][CH:12]=2)[CH:5]=[CH:4][CH:3]=[CH:2]1. Given the reactants [N:1]1([CH2:6][C:7]2[CH:8]=[N:9][CH:10]=[CH:11][CH:12]=2)[CH:5]=[CH:4][CH:3]=[CH:2]1.[C:13]1([CH3:26])[CH:18]=[C:17]([CH3:19])[CH:16]=[C:15]([CH3:20])[C:14]=1[S:21]([O:24][NH2:25])(=[O:23])=[O:22].CCOCC, predict the reaction product. (6) The product is: [F:1][C:2]1[CH:8]=[CH:7][C:6]([O:9][CH3:10])=[C:5]2[C:3]=1[N:4]=[C:22]([CH3:17])[CH:13]=[CH:14]2. Given the reactants [F:1][C:2]1[CH:8]=[CH:7][C:6]([O:9][CH3:10])=[CH:5][C:3]=1[NH2:4].Cl.Cl[C:13]1[CH:14]=CC(OC)=[C:17]2[C:22]=1N=C(C)C=C2.COC1C=CC=C2C=1CC[C@H](C)N2.C(=O)([O-])[O-].[K+].[K+], predict the reaction product. (7) Given the reactants Br[C:2]1[N:7]=[C:6]([C:8]([O:10][CH3:11])=[O:9])[CH:5]=[CH:4][CH:3]=1.[C:12]([C:14]1[CH:15]=[N:16][C:17]2[C:22]([CH:23]=1)=[CH:21][CH:20]=[CH:19][CH:18]=2)#[CH:13].C(N(C(C)C)CC)(C)C, predict the reaction product. The product is: [N:16]1[C:17]2[C:22](=[CH:21][CH:20]=[CH:19][CH:18]=2)[CH:23]=[C:14]([C:12]#[C:13][C:2]2[N:7]=[C:6]([C:8]([O:10][CH3:11])=[O:9])[CH:5]=[CH:4][CH:3]=2)[CH:15]=1. (8) Given the reactants [Br:1][C:2]1[CH:3]=[C:4]([C:9]2[O:13][N:12]=[C:11]([CH3:14])[N:10]=2)[C:5]([OH:8])=[N:6][CH:7]=1.[CH2:15](Br)[C:16]1[CH:21]=[CH:20][CH:19]=[CH:18][CH:17]=1, predict the reaction product. The product is: [CH2:15]([O:8][C:5]1[C:4]([C:9]2[O:13][N:12]=[C:11]([CH3:14])[N:10]=2)=[CH:3][C:2]([Br:1])=[CH:7][N:6]=1)[C:16]1[CH:21]=[CH:20][CH:19]=[CH:18][CH:17]=1. (9) Given the reactants [Cl:1][C:2]1[CH:3]=[C:4]([CH:9]=[O:10])[C:5]([OH:8])=[N:6][CH:7]=1.[CH3:11][O:12][C:13](=[O:18])[C:14](Br)([CH3:16])[CH3:15].C([O-])([O-])=O.[Cs+].[Cs+].O, predict the reaction product. The product is: [CH3:11][O:12][C:13](=[O:18])[C:14]([O:8][C:5]1[C:4]([CH:9]=[O:10])=[CH:3][C:2]([Cl:1])=[CH:7][N:6]=1)([CH3:16])[CH3:15].